From a dataset of Full USPTO retrosynthesis dataset with 1.9M reactions from patents (1976-2016). Predict the reactants needed to synthesize the given product. (1) Given the product [CH:2]1[C:11]2[C:6](=[C:7]([NH:12][CH:13]3[CH2:18][CH2:17][CH2:16][N:15]([CH2:32][C:34]4[CH:35]=[C:36]([CH:40]=[CH:41][CH:42]=4)[C:37]([OH:39])=[O:38])[CH2:14]3)[CH:8]=[CH:9][CH:10]=2)[CH:5]=[CH:4][N:3]=1, predict the reactants needed to synthesize it. The reactants are: Cl.[CH:2]1[C:11]2[C:6](=[C:7]([NH:12][CH:13]3[CH2:18][CH2:17][CH2:16][NH:15][CH2:14]3)[CH:8]=[CH:9][CH:10]=2)[CH:5]=[CH:4][N:3]=1.CCN(CC)CC.[O-]S([O-])(=O)=O.[Mg+2].[CH:32]([C:34]1[CH:35]=[C:36]([CH:40]=[CH:41][CH:42]=1)[C:37]([OH:39])=[O:38])=O.CC(O)=O.[BH-](OC(C)=O)(OC(C)=O)OC(C)=O.[Na+]. (2) The reactants are: Br[C:2]1[CH:7]=[C:6]([C:8]([F:11])([F:10])[F:9])[CH:5]=[C:4]([CH3:12])[N:3]=1.[Cu](C#N)[C:14]#[N:15].[I-].[Na+].O. Given the product [C:14]([C:2]1[CH:7]=[C:6]([C:8]([F:11])([F:10])[F:9])[CH:5]=[C:4]([CH3:12])[N:3]=1)#[N:15], predict the reactants needed to synthesize it. (3) The reactants are: [F:1][C:2]1[CH:7]=[C:6]([S:8]([CH3:11])(=[O:10])=[O:9])[C:5]([F:12])=[CH:4][C:3]=1[NH:13][C@H:14]1[CH2:19][CH2:18][CH2:17][N:16]([CH:20]2[CH2:25][CH2:24][N:23]([C:26]#[N:27])[CH2:22][CH2:21]2)[C:15]1=[O:28].[NH2:29][OH:30]. Given the product [F:1][C:2]1[CH:7]=[C:6]([S:8]([CH3:11])(=[O:10])=[O:9])[C:5]([F:12])=[CH:4][C:3]=1[NH:13][C@H:14]1[CH2:19][CH2:18][CH2:17][N:16]([CH:20]2[CH2:25][CH2:24][N:23]([C:26](=[NH:27])[NH:29][OH:30])[CH2:22][CH2:21]2)[C:15]1=[O:28], predict the reactants needed to synthesize it. (4) Given the product [Br:61][C:59]1[CH:58]=[CH:57][C:55]2[O:56][C:51]3[C:50](=[O:62])[NH:49][C:48]([C:46]4[CH:47]=[C:42]([NH:41][C:9]([C:10]5[CH:11]=[CH:12][N:13]=[CH:14][CH:15]=5)=[O:17])[CH:43]=[CH:44][C:45]=4[Cl:63])=[N:53][C:52]=3[C:54]=2[CH:60]=1, predict the reactants needed to synthesize it. The reactants are: CN(C)CCC(O)=O.[C:9]([OH:17])(=O)[C:10]1[CH:15]=[CH:14][N:13]=[CH:12][CH:11]=1.NC1C=CC(C2NC(=O)C3OC4C=CC(Br)=CC=4C=3N=2)=C(Cl)C=1.[NH2:41][C:42]1[CH:43]=[CH:44][C:45]([Cl:63])=[C:46]([C:48]2[NH:49][C:50](=[O:62])[C:51]3[O:56][C:55]4[CH:57]=[CH:58][C:59]([Br:61])=[CH:60][C:54]=4[C:52]=3[N:53]=2)[CH:47]=1. (5) Given the product [Cl:7][C:8]1[CH:15]=[C:14]([O:4][CH2:3][CH2:2][CH2:1][OH:5])[CH:13]=[CH:12][C:9]=1[C:10]#[N:11], predict the reactants needed to synthesize it. The reactants are: [CH2:1]([OH:5])[CH2:2][CH2:3][OH:4].[Na].[Cl:7][C:8]1[CH:15]=[C:14](F)[CH:13]=[CH:12][C:9]=1[C:10]#[N:11]. (6) Given the product [CH3:26][CH:27]([N:15]1[CH2:16][CH2:17][CH2:18][N:12]([C:5]2[CH:6]=[CH:7][C:8]([N+:9]([O-:11])=[O:10])=[C:3]([O:2][CH3:1])[CH:4]=2)[CH2:13][CH2:14]1)[CH3:28], predict the reactants needed to synthesize it. The reactants are: [CH3:1][O:2][C:3]1[CH:4]=[C:5]([N:12]2[CH2:18][CH2:17][CH2:16][NH:15][CH2:14][CH2:13]2)[CH:6]=[CH:7][C:8]=1[N+:9]([O-:11])=[O:10].C(=O)([O-])[O-].[K+].[K+].I[CH2:26][CH2:27][CH3:28]. (7) Given the product [CH:22]([C:3]1[N:8]=[C:7]2[CH2:9][O:10][C:11]3([CH2:14][N:13]([C:15]([O:17][C:18]([CH3:21])([CH3:20])[CH3:19])=[O:16])[CH2:12]3)[C:6]2=[CH:5][CH:4]=1)=[O:23], predict the reactants needed to synthesize it. The reactants are: C([C:3]1([C:22]([O-])=[O:23])[NH:8][C:7]2[CH2:9][O:10][C:11]3([CH2:14][N:13]([C:15]([O:17][C:18]([CH3:21])([CH3:20])[CH3:19])=[O:16])[CH2:12]3)[C:6]=2[CH:5]=[CH:4]1)C.CC(C[AlH]CC(C)C)C.C1(C)C=CC=CC=1.